The task is: Predict the product of the given reaction.. This data is from Forward reaction prediction with 1.9M reactions from USPTO patents (1976-2016). (1) Given the reactants [CH:1]([S:4][C:5]1[CH:10]=[CH:9][C:8]([C:11]2[CH:16]=[CH:15][CH:14]=[C:13]([CH2:17][O:18][C:19]3[CH:24]=[CH:23][C:22]([C:25]4([CH2:29][C:30]([O:32]CC)=[O:31])[CH2:28][O:27][CH2:26]4)=[CH:21][CH:20]=3)[CH:12]=2)=[CH:7][CH:6]=1)([CH3:3])[CH3:2], predict the reaction product. The product is: [CH:1]([S:4][C:5]1[CH:10]=[CH:9][C:8]([C:11]2[CH:16]=[CH:15][CH:14]=[C:13]([CH2:17][O:18][C:19]3[CH:24]=[CH:23][C:22]([C:25]4([CH2:29][C:30]([OH:32])=[O:31])[CH2:26][O:27][CH2:28]4)=[CH:21][CH:20]=3)[CH:12]=2)=[CH:7][CH:6]=1)([CH3:3])[CH3:2]. (2) Given the reactants [Br:1][C:2]1[N:6]2[N:7]=[C:8](Cl)[CH:9]=[CH:10][C:5]2=[N:4][CH:3]=1.[CH3:12][C:13]1[N:14]=[CH:15][C:16]([CH2:19][NH2:20])=[N:17][CH:18]=1.C(Cl)Cl.CO.[NH4+].[OH-], predict the reaction product. The product is: [Br:1][C:2]1[N:6]2[N:7]=[C:8]([NH:20][CH2:19][C:16]3[CH:15]=[N:14][C:13]([CH3:12])=[CH:18][N:17]=3)[CH:9]=[CH:10][C:5]2=[N:4][CH:3]=1. (3) The product is: [NH:1]1[C:9]2[C:4](=[N:5][CH:6]=[CH:7][CH:8]=2)[C:3]([C@H:10]2[CH2:14][CH2:13][N:12]([C:15]([O:17][C:18]([CH3:21])([CH3:20])[CH3:19])=[O:16])[CH2:11]2)=[CH:2]1.[NH:1]1[C:9]2[C:4](=[N:5][CH:6]=[CH:7][CH:8]=2)[C:3]([C@@H:10]2[CH2:14][CH2:13][N:12]([C:15]([O:17][C:18]([CH3:21])([CH3:20])[CH3:19])=[O:16])[CH2:11]2)=[CH:2]1. Given the reactants [NH:1]1[C:9]2[C:4](=[N:5][CH:6]=[CH:7][CH:8]=2)[C:3]([CH:10]2[CH2:14][CH2:13][N:12]([C:15]([O:17][C:18]([CH3:21])([CH3:20])[CH3:19])=[O:16])[CH2:11]2)=[CH:2]1, predict the reaction product.